From a dataset of NCI-60 drug combinations with 297,098 pairs across 59 cell lines. Regression. Given two drug SMILES strings and cell line genomic features, predict the synergy score measuring deviation from expected non-interaction effect. (1) Drug 1: CC1=C(C(CCC1)(C)C)C=CC(=CC=CC(=CC(=O)O)C)C. Drug 2: CCC1(C2=C(COC1=O)C(=O)N3CC4=CC5=C(C=CC(=C5CN(C)C)O)N=C4C3=C2)O.Cl. Cell line: MALME-3M. Synergy scores: CSS=20.9, Synergy_ZIP=1.30, Synergy_Bliss=2.43, Synergy_Loewe=5.20, Synergy_HSA=6.43. (2) Drug 1: C1CC(=O)NC(=O)C1N2CC3=C(C2=O)C=CC=C3N. Drug 2: CN(CCCl)CCCl.Cl. Cell line: SNB-75. Synergy scores: CSS=5.33, Synergy_ZIP=-2.10, Synergy_Bliss=0.0788, Synergy_Loewe=1.40, Synergy_HSA=-0.00433.